From a dataset of Forward reaction prediction with 1.9M reactions from USPTO patents (1976-2016). Predict the product of the given reaction. (1) Given the reactants [NH2:1][C:2]1[CH:11]=[CH:10][C:5]([C:6]([O:8][CH3:9])=[O:7])=[CH:4][C:3]=1[NH:12][C:13](=O)[C:14]([NH:17][C:18]([C:20]1[CH:21]=[CH:22][C:23]2C(C3CCCCC3)=[C:31]3[N:25]([CH2:26][CH2:27][O:28][C:29]4[CH:42]=[C:41]([O:43][CH3:44])[CH:40]=[CH:39][C:30]=43)[C:24]=2[CH:45]=1)=[O:19])([CH3:16])[CH3:15].[C:47]1([CH3:53])[CH:52]=[CH:51][CH:50]=[CH:49][CH:48]=1, predict the reaction product. The product is: [CH:47]1([C:53]2[C:23]3[CH:22]=[CH:21][C:20]([C:18]([NH:17][C:14]([C:13]4[NH:12][C:3]5[CH:4]=[C:5]([C:6]([O:8][CH3:9])=[O:7])[CH:10]=[CH:11][C:2]=5[N:1]=4)([CH3:16])[CH3:15])=[O:19])=[CH:45][C:24]=3[N:25]3[C:31]=2[C:30]2[CH:39]=[CH:40][C:41]([O:43][CH3:44])=[CH:42][C:29]=2[O:28][CH2:27][CH2:26]3)[CH2:52][CH2:51][CH2:50][CH2:49][CH2:48]1. (2) Given the reactants [F:1][C:2]([F:19])([F:18])[C:3]1[CH:4]=[CH:5][C:6]2[O:10][C:9]([C@H:11]3[O:15][CH:14]([OH:16])[CH2:13][CH2:12]3)=[CH:8][C:7]=2[CH:17]=1.N1C=CN=C1.[Si:25](Cl)([C:28]([CH3:31])([CH3:30])[CH3:29])([CH3:27])[CH3:26], predict the reaction product. The product is: [F:19][C:2]([F:1])([F:18])[C:3]1[CH:4]=[CH:5][C:6]2[O:10][C:9]([C@H:11]3[O:15][CH:14]([O:16][Si:25]([CH3:27])([CH3:26])[C:28]([CH3:31])([CH3:30])[CH3:29])[CH2:13][CH2:12]3)=[CH:8][C:7]=2[CH:17]=1. (3) Given the reactants [C:1](Cl)(=O)[C:2]([CH3:5])([CH3:4])[CH3:3].[NH2:8][C:9]1[CH:10]=[C:11]([NH:23][S:24]([C:27]2[CH:32]=[CH:31][CH:30]=[CH:29][CH:28]=2)(=[O:26])=[O:25])[CH:12]=[CH:13][C:14]=1[NH:15][CH2:16][CH:17]1[CH2:22][CH2:21][O:20][CH2:19][CH2:18]1, predict the reaction product. The product is: [CH3:3][C:2]([C:1]1[N:15]([CH2:16][CH:17]2[CH2:18][CH2:19][O:20][CH2:21][CH2:22]2)[C:14]2[CH:13]=[CH:12][C:11]([NH:23][S:24]([C:27]3[CH:32]=[CH:31][CH:30]=[CH:29][CH:28]=3)(=[O:25])=[O:26])=[CH:10][C:9]=2[N:8]=1)([CH3:5])[CH3:4]. (4) Given the reactants [F:1][C:2]1[C:10]([O:11][C:12]2[C:21]3[C:16](=[CH:17][C:18]([O:24][CH2:25][CH2:26][N:27]4[CH2:33][C:32](=[O:34])[C:29]5([CH2:31][CH2:30]5)[CH2:28]4)=[C:19]([O:22][CH3:23])[CH:20]=3)[N:15]=[CH:14][CH:13]=2)=[CH:9][CH:8]=[C:7]2[C:3]=1[CH:4]=[C:5]([CH3:35])[NH:6]2.[H-].[Na+].S(OC)([C:41]1C=CC(C)=CC=1)(=O)=O, predict the reaction product. The product is: [F:1][C:2]1[C:10]([O:11][C:12]2[C:21]3[C:16](=[CH:17][C:18]([O:24][CH2:25][CH2:26][N:27]4[CH2:33][CH:32]([O:34][CH3:41])[C:29]5([CH2:31][CH2:30]5)[CH2:28]4)=[C:19]([O:22][CH3:23])[CH:20]=3)[N:15]=[CH:14][CH:13]=2)=[CH:9][CH:8]=[C:7]2[C:3]=1[CH:4]=[C:5]([CH3:35])[NH:6]2. (5) Given the reactants [OH:1][CH2:2][C:3]([C:5]1[CH:10]=[CH:9][C:8]([Cl:11])=[C:7]([Cl:12])[CH:6]=1)=O.[C-]#[N:14].[K+].C[CH:17]([OH:19])C, predict the reaction product. The product is: [Cl:12][C:7]1[CH:6]=[C:5]([C:3]2[NH:14][C:17](=[O:19])[O:1][CH:2]=2)[CH:10]=[CH:9][C:8]=1[Cl:11]. (6) Given the reactants C(OC(=O)[NH:7][C:8]([C:10]1[S:11][C:12]([S:26][CH3:27])=[C:13]([S:15]([C:18]2[CH:19]=[N:20][C:21](Cl)=[C:22]([Br:24])[CH:23]=2)(=[O:17])=[O:16])[CH:14]=1)=[NH:9])(C)(C)C.[NH2:29][CH2:30][C:31]([CH3:35])([CH3:34])[CH2:32][OH:33].C(Cl)Cl.[C:39]([OH:45])([C:41]([F:44])([F:43])[F:42])=[O:40], predict the reaction product. The product is: [F:42][C:41]([F:44])([F:43])[C:39]([OH:45])=[O:40].[Br:24][C:22]1[CH:23]=[C:18]([S:15]([C:13]2[CH:14]=[C:10]([C:8]([NH2:7])=[NH:9])[S:11][C:12]=2[S:26][CH3:27])(=[O:17])=[O:16])[CH:19]=[N:20][C:21]=1[NH:29][CH2:30][C:31]([CH3:35])([CH3:34])[CH2:32][OH:33]. (7) Given the reactants [CH:1]([C:4]1[CH:5]=[CH:6][CH:7]=[C:8]2[C:12]=1[NH:11][CH:10]=[CH:9]2)([CH3:3])[CH3:2].[C:13](Cl)(=[O:17])[C:14](Cl)=O.Cl[CH2:20]Cl.[CH2:22]([O:24][CH2:25][CH3:26])[CH3:23], predict the reaction product. The product is: [CH2:23]([C:22]1([CH2:14][CH2:13][OH:17])[C:10]2[NH:11][C:12]3[C:8]([C:9]=2[CH2:26][CH2:25][O:24]1)=[CH:7][CH:6]=[CH:5][C:4]=3[CH:1]([CH3:3])[CH3:2])[CH3:20]. (8) Given the reactants [F:1][C:2]([F:14])([F:13])[C:3]1[CH:8]=[CH:7][C:6]([S:9][CH2:10][CH2:11][OH:12])=[CH:5][CH:4]=1.N1C=CC=CC=1.Cl[C:22]([O:24][C:25]1[CH:30]=[CH:29][C:28]([N+:31]([O-:33])=[O:32])=[CH:27][CH:26]=1)=[O:23], predict the reaction product. The product is: [F:14][C:2]([F:13])([F:1])[C:3]1[CH:8]=[CH:7][C:6]([S:9][CH2:10][CH2:11][O:12][C:22](=[O:23])[O:24][C:25]2[CH:26]=[CH:27][C:28]([N+:31]([O-:33])=[O:32])=[CH:29][CH:30]=2)=[CH:5][CH:4]=1. (9) Given the reactants C1(SC)C=CC=CC=1.C([O:16][C:17]1[CH:41]=[CH:40][C:39]([O:42][CH2:43][CH2:44][N:45]2[CH2:50][CH2:49][S:48][CH2:47][CH2:46]2)=[CH:38][C:18]=1[C:19]([NH:21][C:22]1[CH:31]=[C:30]([C:32]2[CH:37]=[CH:36][CH:35]=[CH:34][CH:33]=2)[CH:29]=[CH:28][C:23]=1[C:24]([O:26][CH3:27])=[O:25])=[O:20])C1C=CC=CC=1, predict the reaction product. The product is: [OH:16][C:17]1[CH:41]=[CH:40][C:39]([O:42][CH2:43][CH2:44][N:45]2[CH2:46][CH2:47][S:48][CH2:49][CH2:50]2)=[CH:38][C:18]=1[C:19]([NH:21][C:22]1[CH:31]=[C:30]([C:32]2[CH:33]=[CH:34][CH:35]=[CH:36][CH:37]=2)[CH:29]=[CH:28][C:23]=1[C:24]([O:26][CH3:27])=[O:25])=[O:20].